From a dataset of Full USPTO retrosynthesis dataset with 1.9M reactions from patents (1976-2016). Predict the reactants needed to synthesize the given product. (1) Given the product [CH3:1][N:2]1[CH2:7][CH2:6][N:5]([C:9]2[CH:29]=[CH:28][C:12]([C:13]([NH:15][C:16]3[N:17]=[CH:18][N:19]4[C:23]([C:24]([F:26])([F:27])[F:25])=[CH:22][S:21][C:20]=34)=[O:14])=[CH:11][N:10]=2)[CH2:4][CH2:3]1, predict the reactants needed to synthesize it. The reactants are: [CH3:1][N:2]1[CH2:7][CH2:6][NH:5][CH2:4][CH2:3]1.Cl[C:9]1[CH:29]=[CH:28][C:12]([C:13]([NH:15][C:16]2[N:17]=[CH:18][N:19]3[C:23]([C:24]([F:27])([F:26])[F:25])=[CH:22][S:21][C:20]=23)=[O:14])=[CH:11][N:10]=1.O.C([O-])(O)=O.[Na+]. (2) Given the product [CH2:1]([N:5]1[C:13]2[N:12]=[C:11]([Cl:14])[NH:10][C:9]=2[C:8](=[O:18])[N:7]([CH2:19][CH2:20][CH2:21][C:22]2[N:26]=[CH:25][N:24]([CH2:29][C:30]3[CH:35]=[CH:34][CH:33]=[CH:32][CH:31]=3)[CH:23]=2)[C:6]1=[O:28])[CH2:2][CH2:3][CH3:4], predict the reactants needed to synthesize it. The reactants are: [CH2:1]([N:5]1[C:13]2[N:12]=[C:11]([Cl:14])[N:10](CC=C)[C:9]=2[C:8](=[O:18])[N:7]([CH2:19][CH2:20][CH2:21][CH2:22][C:23]2[N:24]=[CH:25][NH:26]C=2)[C:6]1=[O:28])[CH2:2][CH2:3][CH3:4].[CH2:29](Br)[C:30]1[CH:35]=[CH:34][CH:33]=[CH:32][CH:31]=1.CCN(C(C)C)C(C)C.N1CCOCC1. (3) Given the product [NH2:37][CH:28]([C:29]1[CH:34]=[CH:33][C:32]([O:35][CH3:36])=[CH:31][CH:30]=1)[CH:25]1[CH2:24][CH2:23][CH:22]([O:21][C:16]2[CH:15]=[C:14]3[C:19](=[CH:18][C:17]=2[Cl:20])[C:10](=[O:9])[NH:11][CH:12]=[CH:13]3)[CH2:27][CH2:26]1, predict the reactants needed to synthesize it. The reactants are: Cl.C([O:9][C:10]1[C:19]2[C:14](=[CH:15][C:16]([O:21][CH:22]3[CH2:27][CH2:26][CH:25]([CH:28]([NH2:37])[C:29]4[CH:34]=[CH:33][C:32]([O:35][CH3:36])=[CH:31][CH:30]=4)[CH2:24][CH2:23]3)=[C:17]([Cl:20])[CH:18]=2)[CH:13]=[CH:12][N:11]=1)C1C=CC=CC=1.C(#N)C.O. (4) Given the product [C:1]([CH:5]1[CH2:6][CH2:7][CH:8]([C:11]2[CH:19]=[CH:18][C:14]([C:15]#[N:16])=[CH:13][C:12]=2[N:20]2[CH2:25][CH2:24][N:23]([CH2:26][CH2:27][CH2:28][CH3:29])[CH2:22][CH2:21]2)[CH2:9][CH2:10]1)([CH3:4])([CH3:3])[CH3:2], predict the reactants needed to synthesize it. The reactants are: [C:1]([CH:5]1[CH2:10][CH2:9][CH:8]([C:11]2[CH:19]=[CH:18][C:14]([CH:15]=[N:16]O)=[CH:13][C:12]=2[N:20]2[CH2:25][CH2:24][N:23]([CH2:26][CH2:27][CH2:28][CH3:29])[CH2:22][CH2:21]2)[CH2:7][CH2:6]1)([CH3:4])([CH3:3])[CH3:2].C1(S(Cl)(=O)=O)C=CC=CC=1.N1C=CC=CC=1. (5) Given the product [CH2:20]([O:22][C:23]([CH:8]1[CH2:7][N:6]2[C:2]([Br:1])=[C:3]([C:13]3[CH:18]=[CH:17][CH:16]=[C:15]([CH3:19])[N:14]=3)[N:4]=[C:5]2[N:9]1[C:10](=[O:12])[CH3:11])=[O:24])[CH3:21], predict the reactants needed to synthesize it. The reactants are: [Br:1][C:2]1[N:6]2[CH2:7][CH2:8][N:9]([C:10](=[O:12])[CH3:11])[C:5]2=[N:4][C:3]=1[C:13]1[CH:18]=[CH:17][CH:16]=[C:15]([CH3:19])[N:14]=1.[CH2:20]([O:22][C:23](C1CN2C=C(C3C=CC=C(C)N=3)N=C2N1C(=O)C)=[O:24])[CH3:21].CC1N=C(C2N=C3N(C(=O)C)CCN3C=2)C=CC=1.